Dataset: NCI-60 drug combinations with 297,098 pairs across 59 cell lines. Task: Regression. Given two drug SMILES strings and cell line genomic features, predict the synergy score measuring deviation from expected non-interaction effect. (1) Drug 1: C1C(C(OC1N2C=NC(=NC2=O)N)CO)O. Drug 2: C(CN)CNCCSP(=O)(O)O. Cell line: UACC62. Synergy scores: CSS=1.81, Synergy_ZIP=1.21, Synergy_Bliss=3.62, Synergy_Loewe=0.677, Synergy_HSA=-0.221. (2) Drug 1: CCN(CC)CCCC(C)NC1=C2C=C(C=CC2=NC3=C1C=CC(=C3)Cl)OC. Drug 2: CC(C)CN1C=NC2=C1C3=CC=CC=C3N=C2N. Cell line: DU-145. Synergy scores: CSS=10.8, Synergy_ZIP=2.76, Synergy_Bliss=4.24, Synergy_Loewe=4.14, Synergy_HSA=3.03. (3) Drug 1: C1=CC(=CC=C1C#N)C(C2=CC=C(C=C2)C#N)N3C=NC=N3. Drug 2: CC1CCC2CC(C(=CC=CC=CC(CC(C(=O)C(C(C(=CC(C(=O)CC(OC(=O)C3CCCCN3C(=O)C(=O)C1(O2)O)C(C)CC4CCC(C(C4)OC)O)C)C)O)OC)C)C)C)OC. Cell line: RPMI-8226. Synergy scores: CSS=0.463, Synergy_ZIP=4.54, Synergy_Bliss=5.89, Synergy_Loewe=5.61, Synergy_HSA=3.63. (4) Drug 1: C1=NC2=C(N=C(N=C2N1C3C(C(C(O3)CO)O)F)Cl)N. Drug 2: C1CN(CCN1C(=O)CCBr)C(=O)CCBr. Cell line: NCI-H322M. Synergy scores: CSS=2.20, Synergy_ZIP=0.875, Synergy_Bliss=2.27, Synergy_Loewe=4.02, Synergy_HSA=0.540. (5) Drug 1: CNC(=O)C1=CC=CC=C1SC2=CC3=C(C=C2)C(=NN3)C=CC4=CC=CC=N4. Drug 2: C#CCC(CC1=CN=C2C(=N1)C(=NC(=N2)N)N)C3=CC=C(C=C3)C(=O)NC(CCC(=O)O)C(=O)O. Cell line: OVCAR-4. Synergy scores: CSS=4.69, Synergy_ZIP=-0.299, Synergy_Bliss=2.67, Synergy_Loewe=1.99, Synergy_HSA=1.64. (6) Drug 1: C1=CC=C(C=C1)NC(=O)CCCCCCC(=O)NO. Drug 2: C(CCl)NC(=O)N(CCCl)N=O. Cell line: SF-539. Synergy scores: CSS=7.21, Synergy_ZIP=-2.89, Synergy_Bliss=1.61, Synergy_Loewe=-9.50, Synergy_HSA=-0.236. (7) Drug 2: COC1=C2C(=CC3=C1OC=C3)C=CC(=O)O2. Drug 1: CN(C(=O)NC(C=O)C(C(C(CO)O)O)O)N=O. Synergy scores: CSS=0.439, Synergy_ZIP=0.784, Synergy_Bliss=0.967, Synergy_Loewe=-4.93, Synergy_HSA=-3.74. Cell line: OVCAR-5. (8) Drug 1: C1=CC(=C2C(=C1NCCNCCO)C(=O)C3=C(C=CC(=C3C2=O)O)O)NCCNCCO. Drug 2: CS(=O)(=O)CCNCC1=CC=C(O1)C2=CC3=C(C=C2)N=CN=C3NC4=CC(=C(C=C4)OCC5=CC(=CC=C5)F)Cl. Cell line: NCI-H322M. Synergy scores: CSS=48.2, Synergy_ZIP=6.69, Synergy_Bliss=6.49, Synergy_Loewe=2.94, Synergy_HSA=8.85. (9) Drug 1: CC12CCC3C(C1CCC2O)C(CC4=C3C=CC(=C4)O)CCCCCCCCCS(=O)CCCC(C(F)(F)F)(F)F. Drug 2: CCC1=C2CN3C(=CC4=C(C3=O)COC(=O)C4(CC)O)C2=NC5=C1C=C(C=C5)O. Cell line: SNB-75. Synergy scores: CSS=17.7, Synergy_ZIP=-2.84, Synergy_Bliss=-0.622, Synergy_Loewe=-62.7, Synergy_HSA=1.84.